Task: Predict the reactants needed to synthesize the given product.. Dataset: Full USPTO retrosynthesis dataset with 1.9M reactions from patents (1976-2016) The reactants are: [Br:1][C:2]1[CH:3]=[C:4]([O:11][CH:12]([CH3:14])[CH3:13])[C:5]([CH3:10])=[C:6]([CH:9]=1)[CH:7]=O.[CH3:15][O:16][CH:17]([O:20][CH3:21])[CH2:18][NH2:19].[BH3-]C#N.[Na+].CC(O)=O. Given the product [Br:1][C:2]1[CH:3]=[C:4]([O:11][CH:12]([CH3:14])[CH3:13])[C:5]([CH3:10])=[C:6]([CH:9]=1)[CH2:7][NH:19][CH2:18][CH:17]([O:20][CH3:21])[O:16][CH3:15], predict the reactants needed to synthesize it.